Dataset: Peptide-MHC class II binding affinity with 134,281 pairs from IEDB. Task: Regression. Given a peptide amino acid sequence and an MHC pseudo amino acid sequence, predict their binding affinity value. This is MHC class II binding data. (1) The MHC is DRB1_0405 with pseudo-sequence DRB1_0405. The peptide sequence is TPAETTVRLRAYMNTPGLPV. The binding affinity (normalized) is 0.744. (2) The peptide sequence is FETVTEASFPGKWKIIYFYP. The MHC is DRB1_1502 with pseudo-sequence DRB1_1502. The binding affinity (normalized) is 0.479. (3) The peptide sequence is NRDLAQAYNELSGEA. The MHC is DRB1_0406 with pseudo-sequence DRB1_0403. The binding affinity (normalized) is 0. (4) The peptide sequence is STVVASVTIIDRSLP. The MHC is DRB1_0701 with pseudo-sequence DRB1_0701. The binding affinity (normalized) is 0.605. (5) The peptide sequence is MNEPTAAAIAYGLDR. The MHC is HLA-DQA10401-DQB10402 with pseudo-sequence HLA-DQA10401-DQB10402. The binding affinity (normalized) is 0.613. (6) The peptide sequence is SDYVYEPFPKRVWEQ. The MHC is HLA-DQA10301-DQB10302 with pseudo-sequence HLA-DQA10301-DQB10302. The binding affinity (normalized) is 0.131.